This data is from Reaction yield outcomes from USPTO patents with 853,638 reactions. The task is: Predict the reaction yield, written as a fraction of the theoretical maximum amount of product (1.0 means a 100% yield; for example, 0.34 means a 34% yield). (1) The reactants are [CH3:1][S:2][C:3]1[S:7]C(C(OC)=O)=[CH:5][C:4]=1[C:12](=O)NCC(=O)C1C=CC=CC=1.COC(C1SC(C)=C(C(O)=S)C=1)=O.C(Cl)(=O)C([Cl:40])=O.[NH2:43][CH2:44][C:45]([C:47]1[CH:52]=[CH:51][CH:50]=[CH:49][CH:48]=1)=[O:46].C([N:56]([CH2:60][CH3:61])C(C)C)(C)C.C[N:63](C=O)C. No catalyst specified. The product is [ClH:40].[CH3:1][S:2][C:3]1[S:7][C:61]([C:60]([NH2:56])=[NH:63])=[CH:5][C:4]=1[C:12]1[O:46][C:45]([C:47]2[CH:52]=[CH:51][CH:50]=[CH:49][CH:48]=2)=[CH:44][N:43]=1. The yield is 0.700. (2) The reactants are [CH3:1][Si](C=[N+]=[N-])(C)C.[NH2:8][C:9]1([C:21]([O-:23])=[O:22])[CH2:13][CH2:12][N:11]([C:14]([O:16][C:17]([CH3:20])([CH3:19])[CH3:18])=[O:15])[CH2:10]1. The catalyst is CO. The product is [CH3:1][O:22][C:21]([C:9]1([NH2:8])[CH2:13][CH2:12][N:11]([C:14]([O:16][C:17]([CH3:18])([CH3:19])[CH3:20])=[O:15])[CH2:10]1)=[O:23]. The yield is 0.980. (3) The reactants are [C:1]([OH:8])(=O)/[CH:2]=[CH:3]/[CH:4]=[CH:5]/[CH3:6].ClC(OCC)=O.[CH2:15]([N:17](CC)CC)[CH3:16].C(N)C.[Cl-].[Na+]. The catalyst is C1COCC1. The product is [CH2:15]([NH:17][C:1](=[O:8])/[CH:2]=[CH:3]/[CH:4]=[CH:5]/[CH3:6])[CH3:16]. The yield is 0.260. (4) The reactants are [CH2:1]([C:9]1[CH:15]=[CH:14][C:12]([NH2:13])=[CH:11][CH:10]=1)[CH2:2][CH2:3][CH2:4][CH2:5][CH2:6][CH2:7][CH3:8].[CH:16]([C:18]1([NH:26][C:27](=[O:33])[O:28][C:29]([CH3:32])([CH3:31])[CH3:30])[CH2:23][O:22][C:21]([CH3:25])([CH3:24])[O:20][CH2:19]1)=O.[BH-](OC(C)=O)(OC(C)=O)OC(C)=O.[Na+].ClCCCl. The catalyst is CCOCC. The product is [CH3:24][C:21]1([CH3:25])[O:20][CH2:19][C:18]([NH:26][C:27](=[O:33])[O:28][C:29]([CH3:32])([CH3:31])[CH3:30])([CH2:16][NH:13][C:12]2[CH:11]=[CH:10][C:9]([CH2:1][CH2:2][CH2:3][CH2:4][CH2:5][CH2:6][CH2:7][CH3:8])=[CH:15][CH:14]=2)[CH2:23][O:22]1. The yield is 0.710. (5) The reactants are Cl[C:2]1[N:11]=[C:10]([NH:12][CH2:13][CH:14]([C:21]2[CH:26]=[CH:25][CH:24]=[CH:23][CH:22]=2)[C:15]2[CH:20]=[CH:19][CH:18]=[CH:17][CH:16]=2)[C:9]2[C:4](=[CH:5][CH:6]=[CH:7][CH:8]=2)[N:3]=1.CC1(C)C(C)(C)OB([C:35]2[CH:50]=[CH:49][C:38]3[N:39]([C:42]([O:44][C:45]([CH3:48])([CH3:47])[CH3:46])=[O:43])[CH:40]=[N:41][C:37]=3[CH:36]=2)O1.C(NC1C2C(=CC=CC=2)N=C(C2SC3C=CC=CC=3C=2)N=1)(C1C=CC=CC=1)C1C=CC=CC=1. The catalyst is C1CCCCC1.CCOC(C)=O. The product is [C:15]1([CH:14]([C:21]2[CH:26]=[CH:25][CH:24]=[CH:23][CH:22]=2)[CH2:13][NH:12][C:10]2[C:9]3[C:4](=[CH:5][CH:6]=[CH:7][CH:8]=3)[N:3]=[C:2]([C:35]3[CH:50]=[CH:49][C:38]4[N:39]([C:42]([O:44][C:45]([CH3:46])([CH3:47])[CH3:48])=[O:43])[CH:40]=[N:41][C:37]=4[CH:36]=3)[N:11]=2)[CH:20]=[CH:19][CH:18]=[CH:17][CH:16]=1. The yield is 0.250.